From a dataset of Reaction yield outcomes from USPTO patents with 853,638 reactions. Predict the reaction yield, written as a fraction of the theoretical maximum amount of product (1.0 means a 100% yield; for example, 0.34 means a 34% yield). (1) The reactants are [OH:1][C:2]1[CH:7]=[CH:6][C:5]([C:8](=[C:21]2[CH2:26][C:25](C)([CH3:27])[CH2:24][C:23](C)(C)[CH2:22]2)[C:9]2[CH:14]=[CH:13][C:12]([CH2:15][CH2:16][C:17](OC)=O)=[CH:11][CH:10]=2)=[CH:4][CH:3]=1.CC1[C:36](B(O)O)=[C:35](C)[O:34][N:33]=1.C([O-])([O-])=O.[Na+].[Na+]. The catalyst is Cl[Pd](Cl)([P](C1C=CC=CC=1)(C1C=CC=CC=1)C1C=CC=CC=1)[P](C1C=CC=CC=1)(C1C=CC=CC=1)C1C=CC=CC=1.C1COCC1.O. The product is [C:21]1(=[C:8]([C:9]2[CH:14]=[CH:13][C:12]([C:15]3[C:16]([CH3:17])=[N:33][O:34][C:35]=3[CH3:36])=[CH:11][CH:10]=2)[C:5]2[CH:4]=[CH:3][C:2]([OH:1])=[CH:7][CH:6]=2)[CH2:26][CH2:25][CH2:27][CH2:24][CH2:23][CH2:22]1. The yield is 0.780. (2) The reactants are [CH2:1]([OH:13])[CH2:2][O:3][CH2:4][CH2:5][O:6][CH2:7][CH2:8][O:9][CH2:10][CH2:11][OH:12].N1C=CN=C1.[Si:19](Cl)([C:22]([CH3:25])([CH3:24])[CH3:23])([CH3:21])[CH3:20].[SiH3]O[SiH3]. The catalyst is CCOC(C)=O.C(Cl)Cl. The product is [Si:19]([O:12][CH2:11][CH2:10][O:9][CH2:8][CH2:7][O:6][CH2:5][CH2:4][O:3][CH2:2][CH2:1][OH:13])([C:22]([CH3:25])([CH3:24])[CH3:23])([CH3:21])[CH3:20]. The yield is 0.410. (3) The reactants are [Cl:1][C:2]1[C:11]([CH:12]=O)=[CH:10][C:9]2[C:4](=[C:5]([Cl:14])[CH:6]=[CH:7][CH:8]=2)[N:3]=1.[CH3:15][C:16]([S@:19]([NH2:21])=[O:20])([CH3:18])[CH3:17].O. The yield is 0.970. The catalyst is C1COCC1.CC(C)[O-].[Ti+4].CC(C)[O-].CC(C)[O-].CC(C)[O-]. The product is [Cl:1][C:2]1[C:11](/[CH:12]=[N:21]/[S@@:19]([C:16]([CH3:18])([CH3:17])[CH3:15])=[O:20])=[CH:10][C:9]2[C:4](=[C:5]([Cl:14])[CH:6]=[CH:7][CH:8]=2)[N:3]=1. (4) The reactants are [CH3:1][C:2]1[C:6]2[C:7](=[O:19])[N:8]([CH2:11][CH2:12][N:13]3[CH2:18][CH2:17][CH2:16][CH2:15][CH2:14]3)[CH2:9][CH2:10][C:5]=2[NH:4][C:3]=1[CH:20]=O.[Cl:22][C:23]1[CH:28]=[CH:27][C:26]([C:29]2[CH:37]=[CH:36][CH:35]=[C:34]3[C:30]=2[CH2:31][C:32](=[O:38])[NH:33]3)=[C:25]([F:39])[CH:24]=1. No catalyst specified. The product is [Cl:22][C:23]1[CH:28]=[CH:27][C:26]([C:29]2[CH:37]=[CH:36][CH:35]=[C:34]3[C:30]=2[C:31](=[CH:20][C:3]2[NH:4][C:5]4[CH2:10][CH2:9][N:8]([CH2:11][CH2:12][N:13]5[CH2:14][CH2:15][CH2:16][CH2:17][CH2:18]5)[C:7](=[O:19])[C:6]=4[C:2]=2[CH3:1])[C:32](=[O:38])[NH:33]3)=[C:25]([F:39])[CH:24]=1. The yield is 0.442. (5) The reactants are [F:1][C:2]([F:22])([F:21])[C:3]1[C:8]2[S:9][CH:10]=[C:11]([CH:12]3[CH2:17][CH2:16][N:15](C(=O)C)[CH2:14][CH2:13]3)[C:7]=2[CH:6]=[CH:5][CH:4]=1.Cl.C(=O)([O-])[O-].[K+].[K+]. The catalyst is C(O)C. The product is [F:22][C:2]([F:1])([F:21])[C:3]1[C:8]2[S:9][CH:10]=[C:11]([CH:12]3[CH2:13][CH2:14][NH:15][CH2:16][CH2:17]3)[C:7]=2[CH:6]=[CH:5][CH:4]=1. The yield is 0.940. (6) The reactants are Br[C:2]1[CH:3]=[C:4]([N+:9]([O-:11])=[O:10])[CH:5]=[C:6](Br)[CH:7]=1.C1C=CC(P(C2C=CC3C(=CC=CC=3)C=2C2C3C(=CC=CC=3)C=CC=2P([C:52]2[CH:57]=CC=CC=2)C2C=CC=CC=2)C2C=CC=CC=2)=CC=1.C([O-])([O-])=O.[Cs+].[Cs+].[CH3:64][N:65]1[CH2:70][CH2:69][NH:68][CH2:67][CH2:66]1. The catalyst is C1C=CC(/C=C/C(/C=C/C2C=CC=CC=2)=O)=CC=1.C1C=CC(/C=C/C(/C=C/C2C=CC=CC=2)=O)=CC=1.C1C=CC(/C=C/C(/C=C/C2C=CC=CC=2)=O)=CC=1.[Pd].[Pd].O1CCOCC1. The product is [CH3:64][N:65]1[CH2:70][CH2:69][N:68]([C:2]2[CH:3]=[C:4]([N+:9]([O-:11])=[O:10])[CH:5]=[C:6]([N:68]3[CH2:52][CH2:57][N:65]([CH3:64])[CH2:66][CH2:67]3)[CH:7]=2)[CH2:67][CH2:66]1. The yield is 0.450.